From a dataset of Catalyst prediction with 721,799 reactions and 888 catalyst types from USPTO. Predict which catalyst facilitates the given reaction. (1) Reactant: [NH2:1][C@H:2]1[CH2:6][C:5]([F:8])([F:7])[CH2:4][C@@H:3]1[NH:9][C:10](=[O:22])[C:11]1[CH:16]=[CH:15][CH:14]=[CH:13][C:12]=1[N:17]1[N:21]=[CH:20][CH:19]=[N:18]1.Br[C:24]1[CH:29]=[CH:28][C:27]([O:30][C:31]([F:34])([F:33])[F:32])=[CH:26][N:25]=1.C1C=CC(P(C2C(C3C(P(C4C=CC=CC=4)C4C=CC=CC=4)=CC=C4C=3C=CC=C4)=C3C(C=CC=C3)=CC=2)C2C=CC=CC=2)=CC=1.CC(C)([O-])C.[Na+]. Product: [F:7][C:5]1([F:8])[CH2:4][C@H:3]([NH:9][C:10](=[O:22])[C:11]2[CH:16]=[CH:15][CH:14]=[CH:13][C:12]=2[N:17]2[N:18]=[CH:19][CH:20]=[N:21]2)[C@@H:2]([NH:1][C:24]2[CH:29]=[CH:28][C:27]([O:30][C:31]([F:32])([F:34])[F:33])=[CH:26][N:25]=2)[CH2:6]1. The catalyst class is: 101. (2) Reactant: Br[C:2]1[N:3]=[CH:4][C:5]([N:8]2[C:12]3[CH:13]=[CH:14][C:15]([O:17][CH3:18])=[CH:16][C:11]=3[N:10]=[C:9]2[C:19]([F:22])([F:21])[F:20])=[N:6][CH:7]=1.[NH3:23]. Product: [CH3:18][O:17][C:15]1[CH:14]=[CH:13][C:12]2[N:8]([C:5]3[N:6]=[CH:7][C:2]([NH2:23])=[N:3][CH:4]=3)[C:9]([C:19]([F:22])([F:21])[F:20])=[N:10][C:11]=2[CH:16]=1. The catalyst class is: 746. (3) Reactant: [Cl:1][C:2]1[C:3]([N:17]2[CH2:22][CH2:21][CH:20]([C:23]([O:25]C)=[O:24])[CH2:19][CH2:18]2)=[N:4][C:5]([NH:15][CH3:16])=[C:6]([C:8]2[O:9][C:10]([CH2:13][CH3:14])=[CH:11][N:12]=2)[CH:7]=1.[OH-].[Li+]. Product: [Cl:1][C:2]1[C:3]([N:17]2[CH2:18][CH2:19][CH:20]([C:23]([OH:25])=[O:24])[CH2:21][CH2:22]2)=[N:4][C:5]([NH:15][CH3:16])=[C:6]([C:8]2[O:9][C:10]([CH2:13][CH3:14])=[CH:11][N:12]=2)[CH:7]=1. The catalyst class is: 92. (4) Reactant: Br[C:2]1[CH:11]=[CH:10][C:5]([C:6]([NH:8][CH3:9])=[O:7])=[C:4]([F:12])[CH:3]=1.[C:13]([N:15]1[C:23]2[CH:22]=[CH:21][C:20]([CH3:24])=[CH:19][C:18]=2[CH:17]2[CH2:25][N:26]([CH3:29])[CH2:27][CH2:28][CH:16]12)#[CH:14].CCCC[N+](CCCC)(CCCC)CCCC.[F-]. Product: [CH3:29][N:26]1[CH2:27][CH2:28][C:16]2[N:15]([C:13]#[C:14][C:2]3[CH:11]=[CH:10][C:5]([C:6]([NH:8][CH3:9])=[O:7])=[C:4]([F:12])[CH:3]=3)[C:23]3[CH:22]=[CH:21][C:20]([CH3:24])=[CH:19][C:18]=3[C:17]=2[CH2:25]1. The catalyst class is: 6.